Dataset: Peptide-MHC class I binding affinity with 185,985 pairs from IEDB/IMGT. Task: Regression. Given a peptide amino acid sequence and an MHC pseudo amino acid sequence, predict their binding affinity value. This is MHC class I binding data. (1) The peptide sequence is EEEQTLTIL. The MHC is HLA-B18:01 with pseudo-sequence HLA-B18:01. The binding affinity (normalized) is 0.233. (2) The peptide sequence is EEVPTLIKTL. The MHC is HLA-B44:02 with pseudo-sequence HLA-B44:02. The binding affinity (normalized) is 0.163. (3) The peptide sequence is YEDQDALFAY. The MHC is HLA-A30:02 with pseudo-sequence HLA-A30:02. The binding affinity (normalized) is 0.296. (4) The peptide sequence is RMGERQLQK. The MHC is HLA-A31:01 with pseudo-sequence HLA-A31:01. The binding affinity (normalized) is 0.517. (5) The peptide sequence is RMIVGKNER. The MHC is HLA-A31:01 with pseudo-sequence HLA-A31:01. The binding affinity (normalized) is 0.743. (6) The peptide sequence is YLKDQQLL. The MHC is HLA-B53:01 with pseudo-sequence HLA-B53:01. The binding affinity (normalized) is 0.369. (7) The peptide sequence is GPSVASRAL. The MHC is HLA-B15:01 with pseudo-sequence HLA-B15:01. The binding affinity (normalized) is 0.213. (8) The peptide sequence is SEGATPQDL. The MHC is HLA-B44:02 with pseudo-sequence HLA-B44:02. The binding affinity (normalized) is 1.00. (9) The peptide sequence is ILYDNVVTL. The MHC is HLA-A02:01 with pseudo-sequence HLA-A02:01. The binding affinity (normalized) is 1.00. (10) The peptide sequence is YIDISDVKVL. The MHC is HLA-A02:03 with pseudo-sequence HLA-A02:03. The binding affinity (normalized) is 0.535.